From a dataset of Catalyst prediction with 721,799 reactions and 888 catalyst types from USPTO. Predict which catalyst facilitates the given reaction. (1) Reactant: C([O:3][C:4]([C:6]1[C:7]([NH:13][S:14]([C:17]2[CH:22]=[CH:21][C:20]([O:23][CH2:24][C:25]3[N:26]=[C:27]([C:31]4[CH:36]=[CH:35][CH:34]=[CH:33][CH:32]=4)[O:28][C:29]=3[CH3:30])=[CH:19][CH:18]=2)(=[O:16])=[O:15])=[N:8][N:9]([CH2:11][CH3:12])[CH:10]=1)=[O:5])C.[OH-].[Na+]. The catalyst class is: 12. Product: [CH2:11]([N:9]1[CH:10]=[C:6]([C:4]([OH:5])=[O:3])[C:7]([NH:13][S:14]([C:17]2[CH:18]=[CH:19][C:20]([O:23][CH2:24][C:25]3[N:26]=[C:27]([C:31]4[CH:36]=[CH:35][CH:34]=[CH:33][CH:32]=4)[O:28][C:29]=3[CH3:30])=[CH:21][CH:22]=2)(=[O:16])=[O:15])=[N:8]1)[CH3:12]. (2) Reactant: C([O:9][CH2:10][CH2:11][S:12]([O-:15])(=[O:14])=[O:13])(=O)C1C=CC=CC=1.[C:16]1([S+:22]([C:29]2[CH:34]=[CH:33][CH:32]=[CH:31][CH:30]=2)[C:23]2[CH:28]=[CH:27][CH:26]=[CH:25][CH:24]=2)[CH:21]=[CH:20][CH:19]=[CH:18][CH:17]=1.C[O-].[Na+].Cl.C(C(C)=O)C(C)C. Product: [OH:9][CH2:10][CH2:11][S:12]([O-:15])(=[O:14])=[O:13].[C:29]1([S+:22]([C:16]2[CH:17]=[CH:18][CH:19]=[CH:20][CH:21]=2)[C:23]2[CH:28]=[CH:27][CH:26]=[CH:25][CH:24]=2)[CH:30]=[CH:31][CH:32]=[CH:33][CH:34]=1. The catalyst class is: 5. (3) Reactant: C(OC([NH:8][C@H:9]([C:14]1[CH:19]=[CH:18][C:17]([F:20])=[CH:16][CH:15]=1)[CH2:10][C:11](O)=[O:12])=O)(C)(C)C.C[CH2:22][N:23]=[C:24]=NCCCN(C)C.C1C=CC2N(O)N=NC=2C=1.CNC. Product: [NH2:8][C@H:9]([C:14]1[CH:19]=[CH:18][C:17]([F:20])=[CH:16][CH:15]=1)[CH2:10][C:11]([N:23]([CH3:24])[CH3:22])=[O:12]. The catalyst class is: 6. (4) Reactant: C([O:3][C:4]([C:6]1[N:7]=[C:8]([N:11]2[CH2:16][CH2:15][N:14]([C:17](=[O:29])[CH2:18][N:19]3[C:23]([CH3:24])=[CH:22][C:21]([C:25]([F:28])([F:27])[F:26])=[N:20]3)[CH2:13][CH2:12]2)[S:9][CH:10]=1)=[O:5])C.[OH-].[Na+].Cl. Product: [CH3:24][C:23]1[N:19]([CH2:18][C:17]([N:14]2[CH2:13][CH2:12][N:11]([C:8]3[S:9][CH:10]=[C:6]([C:4]([OH:5])=[O:3])[N:7]=3)[CH2:16][CH2:15]2)=[O:29])[N:20]=[C:21]([C:25]([F:28])([F:26])[F:27])[CH:22]=1. The catalyst class is: 111. (5) Reactant: Cl.[Cl:2][C:3]1[CH:4]=[C:5]([NH:9][C:10]2[N:15]=[C:14]([CH:16]([N:18]([CH3:20])[CH3:19])[CH3:17])[C:13]([C:21]([OH:23])=O)=[CH:12][N:11]=2)[CH:6]=[CH:7][CH:8]=1.[O:24]1[CH2:29][CH2:28][CH:27]([CH2:30][NH2:31])[CH2:26][CH2:25]1.C(N(CC)C(C)C)(C)C.O.ON1C2C=CC=CC=2N=N1.Cl.CN(C)CCCN=C=NCC. Product: [ClH:2].[Cl:2][C:3]1[CH:4]=[C:5]([NH:9][C:10]2[N:15]=[C:14]([CH:16]([N:18]([CH3:19])[CH3:20])[CH3:17])[C:13]([C:21]([NH:31][CH2:30][CH:27]3[CH2:28][CH2:29][O:24][CH2:25][CH2:26]3)=[O:23])=[CH:12][N:11]=2)[CH:6]=[CH:7][CH:8]=1. The catalyst class is: 9. (6) Product: [F:33][C:34]([F:47])([F:46])[S:35]([O:32][C:29]1[CH:30]=[CH:31][C:26]([C:23]2[CH:22]=[CH:21][C:20]([C:13]3[N:12]([CH2:11][C@@H:8]4[CH2:9][CH2:10][N:6]([C:4]([CH:1]5[CH2:3][CH2:2]5)=[O:5])[CH2:7]4)[C:18](=[O:19])[C:15]4([CH2:16][CH2:17]4)[N:14]=3)=[CH:25][CH:24]=2)=[CH:27][CH:28]=1)(=[O:37])=[O:36]. Reactant: [CH:1]1([C:4]([N:6]2[CH2:10][CH2:9][C@@H:8]([CH2:11][N:12]3[C:18](=[O:19])[C:15]4([CH2:17][CH2:16]4)[N:14]=[C:13]3[C:20]3[CH:25]=[CH:24][C:23]([C:26]4[CH:31]=[CH:30][C:29]([OH:32])=[CH:28][CH:27]=4)=[CH:22][CH:21]=3)[CH2:7]2)=[O:5])[CH2:3][CH2:2]1.[F:33][C:34]([F:47])([F:46])[S:35](O[S:35]([C:34]([F:47])([F:46])[F:33])(=[O:37])=[O:36])(=[O:37])=[O:36]. The catalyst class is: 202.